This data is from Forward reaction prediction with 1.9M reactions from USPTO patents (1976-2016). The task is: Predict the product of the given reaction. (1) Given the reactants C(O[C:4](=[O:13])[C:5]([O-])=[CH:6][C:7]([O:9][CH2:10][CH3:11])=[O:8])C.[Na+].[F:15][C:16]1[CH:24]=[CH:23][CH:22]=[CH:21][C:17]=1[CH2:18][NH:19][NH2:20], predict the reaction product. The product is: [F:15][C:16]1[CH:24]=[CH:23][CH:22]=[CH:21][C:17]=1[CH2:18][N:19]1[C:4](=[O:13])[CH2:5][C:6]([C:7]([O:9][CH2:10][CH3:11])=[O:8])=[N:20]1. (2) Given the reactants CC(C)(C)C([NH:5][C:6]1[CH:14]=[CH:13][C:9]2[O:10][CH2:11][O:12][C:8]=2[C:7]=1[S:15](=[O:18])(=[O:17])[NH2:16])=O, predict the reaction product. The product is: [NH2:5][C:6]1[CH:14]=[CH:13][C:9]2[O:10][CH2:11][O:12][C:8]=2[C:7]=1[S:15]([NH2:16])(=[O:18])=[O:17]. (3) Given the reactants F[C:2]1[CH:7]=[CH:6][C:5]([N+:8]([O-:10])=[O:9])=[CH:4][C:3]=1[C:11]([F:14])([F:13])[F:12].C(N(CC)CC)C.[CH3:22][O:23][CH2:24][CH2:25][NH:26][CH3:27].O, predict the reaction product. The product is: [CH3:22][O:23][CH2:24][CH2:25][N:26]([CH3:27])[C:2]1[CH:7]=[CH:6][C:5]([N+:8]([O-:10])=[O:9])=[CH:4][C:3]=1[C:11]([F:14])([F:13])[F:12]. (4) Given the reactants Br[C:2]1[CH:11]=[C:10]2[C:5]([CH2:6][CH:7]([CH3:26])[N:8]([C:12]3[CH:17]=[C:16]([N:18]4[CH2:23][CH2:22][N:21]([CH3:24])[CH2:20][CH2:19]4)[N:15]=[C:14]([NH2:25])[N:13]=3)[CH2:9]2)=[CH:4][CH:3]=1.CC1(C)C(C)(C)OB([C:35]2[CH:36]=[N:37][C:38]([C:41]#[N:42])=[N:39][CH:40]=2)O1, predict the reaction product. The product is: [NH2:25][C:14]1[N:13]=[C:12]([N:8]2[CH:7]([CH3:26])[CH2:6][C:5]3[C:10](=[CH:11][C:2]([C:35]4[CH:36]=[N:37][C:38]([C:41]#[N:42])=[N:39][CH:40]=4)=[CH:3][CH:4]=3)[CH2:9]2)[CH:17]=[C:16]([N:18]2[CH2:19][CH2:20][N:21]([CH3:24])[CH2:22][CH2:23]2)[N:15]=1. (5) Given the reactants [C:1]1([CH3:23])[CH:6]=[CH:5][CH:4]=[C:3]([CH2:7][C:8]([N:10]2[C@H:14]3[C:15]4[CH:16]=[CH:17][CH:18]=[CH:19][C:20]=4[CH2:21][C@H:13]3[O:12][C:11]2=[O:22])=[O:9])[CH:2]=1.C[Si]([N-][Si](C)(C)C)(C)C.[Na+].C1COCC1.C1(C)C=CC=CC=1.[Cl:46][C:47]1[CH:48]=[C:49]([C:54]2[N:58]([C:59]3[CH:64]=[CH:63][C:62]([O:65][CH3:66])=[CH:61][CH:60]=3)[N:57]=[C:56]([CH2:67]I)[CH:55]=2)[CH:50]=[CH:51][C:52]=1[Cl:53], predict the reaction product. The product is: [Cl:46][C:47]1[CH:48]=[C:49]([C:54]2[N:58]([C:59]3[CH:64]=[CH:63][C:62]([O:65][CH3:66])=[CH:61][CH:60]=3)[N:57]=[C:56]([CH2:67][C@@H:7]([C:3]3[CH:2]=[C:1]([CH3:23])[CH:6]=[CH:5][CH:4]=3)[C:8]([N:10]3[C@H:14]4[C:15]5[CH:16]=[CH:17][CH:18]=[CH:19][C:20]=5[CH2:21][C@H:13]4[O:12][C:11]3=[O:22])=[O:9])[CH:55]=2)[CH:50]=[CH:51][C:52]=1[Cl:53]. (6) Given the reactants [Si:1]([O:8][CH:9]1[C:14]2=[N:15][C:16]([CH3:38])=[C:17]([CH2:20][CH2:21][N:22]3[CH2:27][CH2:26][CH:25]([C:28]4[C:32]5[CH:33]=[CH:34][C:35]([OH:37])=[CH:36][C:31]=5[O:30][N:29]=4)[CH2:24][CH2:23]3)[C:18](=[O:19])[N:13]2[CH2:12][CH2:11][CH2:10]1)([C:4]([CH3:7])([CH3:6])[CH3:5])([CH3:3])[CH3:2].CN(C=O)C.C(=O)([O-])[O-].[K+].[K+].[C:50]([N:57](Br)[CH2:58][CH3:59])([O:52][C:53]([CH3:56])([CH3:55])[CH3:54])=[O:51], predict the reaction product. The product is: [Si:1]([O:8][CH:9]1[C:14]2=[N:15][C:16]([CH3:38])=[C:17]([CH2:20][CH2:21][N:22]3[CH2:23][CH2:24][CH:25]([C:28]4[C:32]5[CH:33]=[CH:34][C:35]([O:37][CH2:59][CH2:58][NH:57][C:50](=[O:51])[O:52][C:53]([CH3:56])([CH3:55])[CH3:54])=[CH:36][C:31]=5[O:30][N:29]=4)[CH2:26][CH2:27]3)[C:18](=[O:19])[N:13]2[CH2:12][CH2:11][CH2:10]1)([C:4]([CH3:6])([CH3:7])[CH3:5])([CH3:3])[CH3:2]. (7) The product is: [CH2:1]([O:8][N:9]([CH2:27][CH2:22][CH2:23][CH2:24][C:25]#[N:26])[C:10](=[O:16])[O:11][C:12]([CH3:13])([CH3:15])[CH3:14])[C:2]1[CH:7]=[CH:6][CH:5]=[CH:4][CH:3]=1. Given the reactants [CH2:1]([O:8][NH:9][C:10](=[O:16])[O:11][C:12]([CH3:15])([CH3:14])[CH3:13])[C:2]1[CH:7]=[CH:6][CH:5]=[CH:4][CH:3]=1.[I-].[Na+].[H-].[Na+].Cl[CH:22]([CH3:27])[CH2:23][CH2:24][C:25]#[N:26], predict the reaction product. (8) Given the reactants [CH2:1]([O:3][C:4]([CH:6]1[CH:8]([C:9](=[O:18])[NH:10][C:11]2[CH:16]=[CH:15][C:14]([Cl:17])=[CH:13][CH:12]=2)[CH:7]1[C:19](=[O:44])[NH:20][C:21]1[CH:26]=[CH:25][C:24]([N:27]2[CH:32]=[CH:31][C:30]([O:33][CH2:34][C:35]([O:37]C(C)(C)C)=[O:36])=[CH:29][C:28]2=[O:42])=[CH:23][C:22]=1[F:43])=[O:5])[CH3:2].FC(F)(F)C(O)=O, predict the reaction product. The product is: [CH2:1]([O:3][C:4]([CH:6]1[CH:8]([C:9](=[O:18])[NH:10][C:11]2[CH:16]=[CH:15][C:14]([Cl:17])=[CH:13][CH:12]=2)[CH:7]1[C:19](=[O:44])[NH:20][C:21]1[CH:26]=[CH:25][C:24]([N:27]2[CH:32]=[CH:31][C:30]([O:33][CH2:34][C:35]([OH:37])=[O:36])=[CH:29][C:28]2=[O:42])=[CH:23][C:22]=1[F:43])=[O:5])[CH3:2]. (9) Given the reactants [Cl:1][C:2]1[CH:10]=[C:9]([F:11])[C:8]([F:12])=[CH:7][C:3]=1[C:4](O)=[O:5].Cl[C:14]([N:18](C)[CH3:19])=C(C)C.C(N(CC)CC)C.CNC.C1COCC1, predict the reaction product. The product is: [Cl:1][C:2]1[CH:10]=[C:9]([F:11])[C:8]([F:12])=[CH:7][C:3]=1[C:4]([N:18]([CH3:19])[CH3:14])=[O:5].